From a dataset of Peptide-MHC class II binding affinity with 134,281 pairs from IEDB. Regression. Given a peptide amino acid sequence and an MHC pseudo amino acid sequence, predict their binding affinity value. This is MHC class II binding data. The peptide sequence is IVQINGRHFDLRAQG. The MHC is DRB3_0101 with pseudo-sequence DRB3_0101. The binding affinity (normalized) is 0.220.